This data is from Catalyst prediction with 721,799 reactions and 888 catalyst types from USPTO. The task is: Predict which catalyst facilitates the given reaction. (1) Reactant: Cl[C:2]1[CH:3]=[CH:4][C:5]2[N:6]([C:8]([C:11]3[O:19][C:18]4[CH:17]=[CH:16][N:15]=[C:14]([O:20][CH3:21])[C:13]=4[CH:12]=3)=[CH:9][N:10]=2)[N:7]=1.Cl.[NH2:23][CH2:24][CH:25]([CH:27]1[CH2:32][CH2:31][O:30][CH2:29][CH2:28]1)[OH:26].C(=O)([O-])[O-].[Na+].[Na+]. Product: [CH3:21][O:20][C:14]1[C:13]2[CH:12]=[C:11]([C:8]3[N:6]4[N:7]=[C:2]([NH:23][CH2:24][CH:25]([CH:27]5[CH2:32][CH2:31][O:30][CH2:29][CH2:28]5)[OH:26])[CH:3]=[CH:4][C:5]4=[N:10][CH:9]=3)[O:19][C:18]=2[CH:17]=[CH:16][N:15]=1. The catalyst class is: 51. (2) Reactant: [C:1]([C:3]1[CH:4]=[CH:5][C:6]([CH:12]2[C:17]3[C:18](=[O:21])[CH2:19][CH2:20][C:16]=3[N:15]([C:22]3[CH:27]=[CH:26][CH:25]=[C:24]([C:28]([F:31])([F:30])[F:29])[CH:23]=3)[C:14](=[O:32])[N:13]2[CH3:33])=[C:7]([CH:11]=1)[C:8](O)=[O:9])#[N:2].C(N1C=CN=C1)(N1C=CN=C1)=O.[BH4-].[Na+]. Product: [OH:9][CH2:8][C:7]1[CH:11]=[C:3]([CH:4]=[CH:5][C:6]=1[CH:12]1[C:17]2[C:18](=[O:21])[CH2:19][CH2:20][C:16]=2[N:15]([C:22]2[CH:27]=[CH:26][CH:25]=[C:24]([C:28]([F:31])([F:29])[F:30])[CH:23]=2)[C:14](=[O:32])[N:13]1[CH3:33])[C:1]#[N:2]. The catalyst class is: 20. (3) Reactant: [CH3:1][O:2][C:3](=[O:39])[C:4]1[CH:9]=[CH:8][C:7]([CH:10]([N:28]2[CH2:33][CH2:32][N:31]([CH2:34][C:35]([O:37]C)=[O:36])[CH2:30][CH2:29]2)[CH2:11][O:12][CH2:13][C:14]2[CH:19]=[C:18]([C:20]([F:23])([F:22])[F:21])[CH:17]=[C:16]([C:24]([F:27])([F:26])[F:25])[CH:15]=2)=[CH:6][CH:5]=1.[OH-].[K+]. Product: [OH2:2].[CH3:1][O:2][C:3](=[O:39])[C:4]1[CH:5]=[CH:6][C:7]([CH:10]([N:28]2[CH2:29][CH2:30][N:31]([CH2:34][C:35]([OH:37])=[O:36])[CH2:32][CH2:33]2)[CH2:11][O:12][CH2:13][C:14]2[CH:19]=[C:18]([C:20]([F:22])([F:23])[F:21])[CH:17]=[C:16]([C:24]([F:25])([F:26])[F:27])[CH:15]=2)=[CH:8][CH:9]=1.[F:23][C:20]([C:18]1[CH:19]=[C:14]([CH:15]=[C:16]([C:24]([F:25])([F:26])[F:27])[CH:17]=1)[CH2:13][O:12][CH2:11][CH:10]([C:7]1[CH:6]=[CH:5][C:4]([C:3]([O:2][CH3:1])=[O:39])=[CH:9][CH:8]=1)[N:28]1[CH2:33][CH2:32][N:31]([CH2:34][C:35]([OH:37])=[O:36])[CH2:30][CH2:29]1)([F:22])[F:21]. The catalyst class is: 5.